Dataset: Peptide-MHC class I binding affinity with 185,985 pairs from IEDB/IMGT. Task: Regression. Given a peptide amino acid sequence and an MHC pseudo amino acid sequence, predict their binding affinity value. This is MHC class I binding data. (1) The peptide sequence is KSLYNTIAVLY. The MHC is HLA-A02:03 with pseudo-sequence HLA-A02:03. The binding affinity (normalized) is 0.270. (2) The peptide sequence is ELRRAAIDR. The MHC is HLA-A11:01 with pseudo-sequence HLA-A11:01. The binding affinity (normalized) is 0.